From a dataset of Catalyst prediction with 721,799 reactions and 888 catalyst types from USPTO. Predict which catalyst facilitates the given reaction. (1) Reactant: [CH3:1][C:2]1[CH:10]=[CH:9][C:5]([C:6]([OH:8])=O)=[CH:4][C:3]=1[C:11]([F:14])([F:13])[F:12].S(Cl)(Cl)=O.[NH2:19][C:20]1[CH:25]=[CH:24][CH:23]=[CH:22][C:21]=1O.C(N(C(C)C)CC)(C)C.C1(C)C=CC(S(O)(=O)=O)=CC=1. Product: [CH3:1][C:2]1[CH:10]=[CH:9][C:5]([C:6]2[O:8][C:21]3[CH:22]=[CH:23][CH:24]=[CH:25][C:20]=3[N:19]=2)=[CH:4][C:3]=1[C:11]([F:14])([F:13])[F:12]. The catalyst class is: 182. (2) Reactant: [CH:1]([C:3]1[CH:4]=[C:5]([CH:9]=[C:10]([C:14]([F:17])([F:16])[F:15])[C:11]=1[O:12][CH3:13])[C:6](O)=[O:7])=[O:2].C1(C)C=CC=CC=1.S(Cl)([Cl:27])=O. Product: [CH:1]([C:3]1[CH:4]=[C:5]([CH:9]=[C:10]([C:14]([F:17])([F:16])[F:15])[C:11]=1[O:12][CH3:13])[C:6]([Cl:27])=[O:7])=[O:2]. The catalyst class is: 9. (3) Reactant: [CH:1]([O:4][C:5]([N:7]1[CH:12]([CH2:13][CH3:14])[CH2:11][C:10](=O)[CH2:9][CH:8]1[CH2:16][CH3:17])=[O:6])([CH3:3])[CH3:2].[CH3:18][N:19]1[CH:23]=[N:22][C:21]([NH2:24])=[N:20]1.C(O)(=O)C.C(O[BH-](OC(=O)C)OC(=O)C)(=O)C.[Na+]. Product: [CH:1]([O:4][C:5]([N:7]1[CH:12]([CH2:13][CH3:14])[CH2:11][CH:10]([NH:24][C:21]2[N:22]=[CH:23][N:19]([CH3:18])[N:20]=2)[CH2:9][CH:8]1[CH2:16][CH3:17])=[O:6])([CH3:3])[CH3:2]. The catalyst class is: 68. (4) Reactant: [NH2:1][C:2]1[CH:7]=[CH:6][C:5]([C:8]2[CH:9]=[N:10][C:11]3[N:12]([N:15]=[CH:16][C:17]=3[C:18]3[CH:23]=[CH:22][C:21]([N:24]4[CH2:29][CH2:28][N:27]([CH2:30][CH2:31][O:32][CH3:33])[CH2:26][CH2:25]4)=[CH:20][CH:19]=3)[C:13]=2[NH2:14])=[CH:4][CH:3]=1.Cl[C:35]([O:37][CH2:38][CH3:39])=[O:36]. Product: [CH2:38]([O:37][C:35](=[O:36])[NH:1][C:2]1[CH:7]=[CH:6][C:5]([C:8]2[CH:9]=[N:10][C:11]3[N:12]([N:15]=[CH:16][C:17]=3[C:18]3[CH:19]=[CH:20][C:21]([N:24]4[CH2:25][CH2:26][N:27]([CH2:30][CH2:31][O:32][CH3:33])[CH2:28][CH2:29]4)=[CH:22][CH:23]=3)[C:13]=2[NH2:14])=[CH:4][CH:3]=1)[CH3:39]. The catalyst class is: 17.